Dataset: Reaction yield outcomes from USPTO patents with 853,638 reactions. Task: Predict the reaction yield, written as a fraction of the theoretical maximum amount of product (1.0 means a 100% yield; for example, 0.34 means a 34% yield). (1) The reactants are [F:1][C:2]1[CH:7]=[C:6]([F:8])[CH:5]=[CH:4][C:3]=1[C:9](=O)[CH2:10][C:11]1[CH:16]=[CH:15][CH:14]=[CH:13][CH:12]=1.[CH2:18]([O:20][C:21]1[CH:22]=[C:23]([CH:26]=[C:27]([N+:30]([O-:32])=[O:31])[C:28]=1[OH:29])[CH:24]=O)[CH3:19].[NH2:33][C:34]([NH2:36])=[O:35].Cl. The catalyst is CCO. The product is [F:1][C:2]1[CH:7]=[C:6]([F:8])[CH:5]=[CH:4][C:3]=1[C:9]1[NH:36][C:34](=[O:35])[NH:33][CH:24]([C:23]2[CH:26]=[C:27]([N+:30]([O-:32])=[O:31])[C:28]([OH:29])=[C:21]([O:20][CH2:18][CH3:19])[CH:22]=2)[C:10]=1[C:11]1[CH:16]=[CH:15][CH:14]=[CH:13][CH:12]=1. The yield is 0.0700. (2) The reactants are C[O:2][C:3](=O)[C:4]([C:7]1[CH:12]=[CH:11][C:10]([Br:13])=[CH:9][C:8]=1[N+:14]([O-])=O)([CH3:6])[CH3:5]. The catalyst is C(O)(=O)C.[Fe]. The product is [Br:13][C:10]1[CH:9]=[C:8]2[C:7]([C:4]([CH3:6])([CH3:5])[C:3](=[O:2])[NH:14]2)=[CH:12][CH:11]=1. The yield is 0.350. (3) The reactants are CO[CH:3](OC)[N:4]([CH3:6])[CH3:5].[O:9]1[CH:13]=[CH:12][CH:11]=[C:10]1[C:14](=[O:22])[CH2:15][C:16]1[CH:21]=[CH:20][N:19]=[CH:18][CH:17]=1.[Cl-].[NH4+]. The catalyst is C(OCC)(=O)C. The yield is 0.970. The product is [CH3:6][N:4]([CH3:5])[CH:3]=[C:15]([C:16]1[CH:21]=[CH:20][N:19]=[CH:18][CH:17]=1)[C:14]([C:10]1[O:9][CH:13]=[CH:12][CH:11]=1)=[O:22]. (4) The reactants are Cl[C:2]1[N:7]=[C:6]([NH:8][C:9]2[CH:14]=[C:13]([CH:15]=[CH2:16])[CH:12]=[CH:11][C:10]=2[N:17]([CH3:22])[S:18]([CH3:21])(=[O:20])=[O:19])[C:5]([Cl:23])=[CH:4][N:3]=1.[Br:24][C:25]1[C:26]([N:34]2[CH2:39][CH2:38][N:37]([CH3:40])[CH2:36][CH2:35]2)=[CH:27][C:28]([O:32][CH3:33])=[C:29]([NH2:31])[CH:30]=1.CS(O)(=O)=O. The catalyst is COCCO. The product is [Br:24][C:25]1[C:26]([N:34]2[CH2:35][CH2:36][N:37]([CH3:40])[CH2:38][CH2:39]2)=[CH:27][C:28]([O:32][CH3:33])=[C:29]([NH:31][C:2]2[N:7]=[C:6]([NH:8][C:9]3[CH:14]=[C:13]([CH:15]=[CH2:16])[CH:12]=[CH:11][C:10]=3[N:17]([CH3:22])[S:18]([CH3:21])(=[O:20])=[O:19])[C:5]([Cl:23])=[CH:4][N:3]=2)[CH:30]=1. The yield is 0.340. (5) The reactants are [Cl:1][C:2]1[CH:37]=[CH:36][C:5]([CH2:6][CH2:7][NH:8][C:9]([C:11]2[CH:32]=[CH:31][C:14]([O:15][C:16]3[CH:25]=[C:24]4[C:19]([CH:20]([C:26]([O:28]C)=[O:27])[CH2:21][CH2:22][O:23]4)=[CH:18][C:17]=3[Cl:30])=[C:13]([N+:33]([O-:35])=[O:34])[CH:12]=2)=[O:10])=[CH:4][CH:3]=1.[OH-].[Na+].O.CO. The catalyst is C1COCC1.C(OCC)(=O)C.Cl. The product is [Cl:1][C:2]1[CH:3]=[CH:4][C:5]([CH2:6][CH2:7][NH:8][C:9]([C:11]2[CH:32]=[CH:31][C:14]([O:15][C:16]3[CH:25]=[C:24]4[C:19]([CH:20]([C:26]([OH:28])=[O:27])[CH2:21][CH2:22][O:23]4)=[CH:18][C:17]=3[Cl:30])=[C:13]([N+:33]([O-:35])=[O:34])[CH:12]=2)=[O:10])=[CH:36][CH:37]=1. The yield is 0.370. (6) The reactants are Br[C:2]1[CH:3]=[C:4]2[C:9](=[CH:10][CH:11]=1)[N:8]=[N:7][CH:6]=[CH:5]2.C([Sn](CCCC)(CCCC)[C:17]1[S:21][C:20]([NH:22][C:23](=[O:29])[O:24][C:25]([CH3:28])([CH3:27])[CH3:26])=[N:19][CH:18]=1)CCC. No catalyst specified. The product is [N:8]1[C:9]2[C:4](=[CH:3][C:2]([C:17]3[S:21][C:20]([NH:22][C:23](=[O:29])[O:24][C:25]([CH3:27])([CH3:26])[CH3:28])=[N:19][CH:18]=3)=[CH:11][CH:10]=2)[CH:5]=[CH:6][N:7]=1. The yield is 0.600. (7) The reactants are [CH3:1][S:2](N)(=[O:4])=[O:3].[H-].[Na+].[CH:8]([NH:11][C:12]([C:14]([NH:17][C:18]1[CH:19]=[C:20]([CH:24]2[C:33]([CH3:35])([CH3:34])[CH2:32][C:31]3[C:26](=[CH:27][CH:28]=C(C(O)=O)[CH:30]=3)[NH:25]2)[CH:21]=[CH:22][CH:23]=1)([CH3:16])[CH3:15])=[O:13])([CH3:10])[CH3:9].[C:39](N1C=CN=C1)([N:41]1C=CN=C1)=[O:40].[CH3:51]N(C)C=O. No catalyst specified. The product is [CH:8]([NH:11][C:12](=[O:13])[C:14]([NH:17][C:18]1[CH:23]=[CH:22][CH:21]=[C:20]([CH:24]2[C:33]([CH3:34])([CH3:35])[CH2:32][C:31]3[C:26](=[CH:27][CH:28]=[C:1]([S:2]([CH3:51])(=[O:4])=[O:3])[CH:30]=3)[N:25]2[C:39]([NH2:41])=[O:40])[CH:19]=1)([CH3:15])[CH3:16])([CH3:10])[CH3:9]. The yield is 0.210.